This data is from Catalyst prediction with 721,799 reactions and 888 catalyst types from USPTO. The task is: Predict which catalyst facilitates the given reaction. (1) Reactant: [CH3:1][CH:2]1[C:11]2[C:6](=[N:7][C:8]([O:12][CH3:13])=[CH:9][CH:10]=2)[NH:5][C:4](=[O:14])[CH2:3]1.[H-].[Na+].[N+](C1C=C(S(O[CH2:30][C@@H:31]2[CH2:33][O:32]2)(=O)=O)C=CC=1)([O-])=O. Product: [CH3:1][CH:2]1[C:11]2[C:6](=[N:7][C:8]([O:12][CH3:13])=[CH:9][CH:10]=2)[N:5]([CH2:30][C@@H:31]2[CH2:33][O:32]2)[C:4](=[O:14])[CH2:3]1. The catalyst class is: 9. (2) Product: [CH3:1][O:2][C:3]1[CH:4]=[C:5]2[C:10](=[CH:11][C:12]=1[O:13][CH3:14])[N:9]=[CH:8][CH:7]=[C:6]2[N:15]1[CH2:21][C:20]2[CH:22]=[C:23]([C:26]3[CH:31]=[CH:30][C:29]4[N:32]=[C:39]([NH:38][C:36](=[O:37])[O:35][CH3:34])[NH:33][C:28]=4[CH:27]=3)[CH:24]=[CH:25][C:19]=2[O:18][CH2:17][CH2:16]1. The catalyst class is: 15. Reactant: [CH3:1][O:2][C:3]1[CH:4]=[C:5]2[C:10](=[CH:11][C:12]=1[O:13][CH3:14])[N:9]=[CH:8][CH:7]=[C:6]2[N:15]1[CH2:21][C:20]2[CH:22]=[C:23]([C:26]3[CH:27]=[C:28]([NH2:33])[C:29]([NH2:32])=[CH:30][CH:31]=3)[CH:24]=[CH:25][C:19]=2[O:18][CH2:17][CH2:16]1.[CH3:34][O:35][C:36]([NH:38][C:39](=NC(OC)=O)SC)=[O:37]. (3) Reactant: [F:1][C:2]([F:15])([F:14])[C:3](=[N:5][NH:6][C:7]1[CH:12]=[CH:11][C:10]([CH3:13])=[CH:9][CH:8]=1)[NH2:4].[CH3:16][O:17][C:18]1[CH:26]=[CH:25][C:21]([C:22](Cl)=O)=[CH:20][CH:19]=1.N1C=CC=CC=1. Product: [CH3:16][O:17][C:18]1[CH:26]=[CH:25][C:21]([C:22]2[N:6]([C:7]3[CH:12]=[CH:11][C:10]([CH3:13])=[CH:9][CH:8]=3)[N:5]=[C:3]([C:2]([F:14])([F:15])[F:1])[N:4]=2)=[CH:20][CH:19]=1. The catalyst class is: 12.